Dataset: NCI-60 drug combinations with 297,098 pairs across 59 cell lines. Task: Regression. Given two drug SMILES strings and cell line genomic features, predict the synergy score measuring deviation from expected non-interaction effect. Drug 2: C1CN(CCN1C(=O)CCBr)C(=O)CCBr. Synergy scores: CSS=7.29, Synergy_ZIP=-0.251, Synergy_Bliss=3.33, Synergy_Loewe=-0.639, Synergy_HSA=-0.533. Drug 1: CC1=C(C=C(C=C1)C(=O)NC2=CC(=CC(=C2)C(F)(F)F)N3C=C(N=C3)C)NC4=NC=CC(=N4)C5=CN=CC=C5. Cell line: TK-10.